Task: Predict the reaction yield, written as a fraction of the theoretical maximum amount of product (1.0 means a 100% yield; for example, 0.34 means a 34% yield).. Dataset: Reaction yield outcomes from USPTO patents with 853,638 reactions The reactants are [C:1]([C:5]1[CH:10]=[CH:9][C:8]([CH:11]=[C:12]([CH3:16])[C:13]([OH:15])=O)=[CH:7][CH:6]=1)([CH3:4])([CH3:3])[CH3:2].[NH2:17][C@@H:18]([C:20]1[CH:25]=[CH:24][C:23]([NH:26][S:27]([CH3:30])(=[O:29])=[O:28])=[C:22]([F:31])[CH:21]=1)[CH3:19].CCOC(OC(OCC)=O)=O. The catalyst is CN(C=O)C. The product is [C:1]([C:5]1[CH:6]=[CH:7][C:8]([CH:11]=[C:12]([CH3:16])[C:13]([NH:17][CH:18]([C:20]2[CH:25]=[CH:24][C:23]([NH:26][S:27]([CH3:30])(=[O:29])=[O:28])=[C:22]([F:31])[CH:21]=2)[CH3:19])=[O:15])=[CH:9][CH:10]=1)([CH3:2])([CH3:3])[CH3:4]. The yield is 0.935.